This data is from Experimentally validated miRNA-target interactions with 360,000+ pairs, plus equal number of negative samples. The task is: Binary Classification. Given a miRNA mature sequence and a target amino acid sequence, predict their likelihood of interaction. (1) The miRNA is hsa-miR-183-3p with sequence GUGAAUUACCGAAGGGCCAUAA. Result: 1 (interaction). The protein sequence of the target gene is MGLLTFRDVAVEFSLEEWEHLEPAQKNLYQDVMLENYRNLVSLGLVVSKPDLITFLEQRKEPWNVKSEETVAIQPDVFSHYNKDLLTEHCTEASFQKVISRRHGSCDLENLHLRKRWKREECEGHNGCYDEKTFKYDQFDESSVESLFHQQILSSCAKSYNFDQYRKVFTHSSLLNQQEEIDIWGKHHIYDKTSVLFRQVSTLNSYRNVFIGEKNYHCNNSEKTLNQSSSPKNHQENYFLEKQYKCKEFEEVFLQSMHGQEKQEQSYKCNKCVEVCTQSLKHIQHQTIHIRENSYSYNKY.... (2) The miRNA is mmu-miR-15a-5p with sequence UAGCAGCACAUAAUGGUUUGUG. Result: 1 (interaction). The protein sequence of the target gene is MTSTSKGILRPFLIVCIILGCFMACLLIYIKPTNSWVFSPMESASSVLKMKNFFSTKTDYFNETTILVWVWPFGQTFDLTSCQAMFNIQGCHLTTDRSLYNKSHAVLIHHRDISWDLTNLPQQARPPFQKWIWMNLESPTHTPQKSGIEHLFNLTLTYRRDSDIQVPYGFLTVSTNPFVFEVPSKEKLVCWVVSNWNPEHARVKYYNELSKSIEIHTYGQAFGEYVNDKNLIPTISTCKFYLSFENSIHKDYITEKLYNAFLAGSVPVVLGPSRENYENYIPADSFIHVEDFNSPSELAK.... (3) The protein sequence of the target gene is MVSKDTGKCILTTSESEVEPAACLALEMKYALDPNRQIKKRNKALQVRFKDICEAQNEQRDTQLSSGQLGEKREAKPVSCRAAYRKYMTVPARRSIPNVTKSTGVQTSPDLKKCYQTFPLDRKKGNLKSLPAADPFKSQNNGFLTDAKEKNEAGPMEEARPCGAGRVHKTTALVFHSNQHMNTVDQPLGVNCTEPCKSPEPLSYGEAALQNSTRPPSEEPDYQLLGRAKQDRGRPNSEEPAPPALRRVFKTEVATVYAPALSARAPEPGLSDSAAASQWSLCPADDERRRATHLNGLQAP.... Result: 0 (no interaction). The miRNA is hsa-miR-4293 with sequence CAGCCUGACAGGAACAG.